Task: Predict the reaction yield, written as a fraction of the theoretical maximum amount of product (1.0 means a 100% yield; for example, 0.34 means a 34% yield).. Dataset: Reaction yield outcomes from USPTO patents with 853,638 reactions (1) The reactants are [CH:1]1([CH2:4][O:5][C:6]2[CH:7]=[CH:8][C:9]([CH3:12])=[N:10][CH:11]=2)[CH2:3][CH2:2]1.ClC1C=C(C=CC=1)C(OO)=[O:18].C(=O)(O)[O-].[Na+].C(=O)([O-])[O-].[K+].[K+]. The catalyst is ClCCl.O. The product is [CH:1]1([CH2:4][O:5][C:6]2[CH:7]=[CH:8][C:9]([CH2:12][OH:18])=[N:10][CH:11]=2)[CH2:2][CH2:3]1. The yield is 1.00. (2) The reactants are [C:1]1([CH:7]([C:31]2[CH:36]=[CH:35][CH:34]=[CH:33][CH:32]=2)[N:8]2[C:16]3[C:11](=[CH:12][CH:13]=[CH:14][C:15]=3[F:17])[C:10](O)([C:18]3[C:27]([OH:28])=[CH:26][C:21]4[O:22][CH2:23][CH2:24][O:25][C:20]=4[CH:19]=3)[C:9]2=[O:30])[CH:6]=[CH:5][CH:4]=[CH:3][CH:2]=1.C([SiH](CC)CC)C. The catalyst is FC(F)(F)C(O)=O. The product is [C:31]1([CH:7]([C:1]2[CH:2]=[CH:3][CH:4]=[CH:5][CH:6]=2)[N:8]2[C:16]3[C:11](=[CH:12][CH:13]=[CH:14][C:15]=3[F:17])[CH:10]([C:18]3[C:27]([OH:28])=[CH:26][C:21]4[O:22][CH2:23][CH2:24][O:25][C:20]=4[CH:19]=3)[C:9]2=[O:30])[CH:32]=[CH:33][CH:34]=[CH:35][CH:36]=1. The yield is 0.610. (3) The reactants are [CH2:1]([O:8][C:9]([NH:11][CH2:12][C:13]1[CH:21]=[CH:20][C:16]([C:17]([OH:19])=O)=[CH:15][CH:14]=1)=[O:10])[C:2]1[CH:7]=[CH:6][CH:5]=[CH:4][CH:3]=1.CN1CCOCC1.ClC(OCC(C)C)=O.[C:37]1([NH2:44])[CH:42]=[CH:41][CH:40]=[CH:39][C:38]=1[NH2:43]. The catalyst is CN(C=O)C.ClCCl.C1(C)C=CC=CC=1. The product is [NH2:43][C:38]1[CH:39]=[CH:40][CH:41]=[CH:42][C:37]=1[NH:44][C:17]([C:16]1[CH:15]=[CH:14][C:13]([CH2:12][NH:11][C:9](=[O:10])[O:8][CH2:1][C:2]2[CH:3]=[CH:4][CH:5]=[CH:6][CH:7]=2)=[CH:21][CH:20]=1)=[O:19]. The yield is 0.170. (4) The reactants are C1(S([N:10]2[CH:21]=[CH:20][C:19]3[C:11]2=[N:12][CH:13]=[C:14]2[C:18]=3[N:17]([CH:22]3[CH2:27][CH2:26][C:25]([CH2:29][OH:30])([OH:28])[CH2:24][CH2:23]3)[N:16]=[N:15]2)(=O)=O)C=CC=CC=1.[OH-].[Na+].Cl. The catalyst is CO.O. The product is [OH:30][CH2:29][C:25]1([OH:28])[CH2:24][CH2:23][CH:22]([N:17]2[C:18]3[C:14](=[CH:13][N:12]=[C:11]4[C:19]=3[CH:20]=[CH:21][NH:10]4)[N:15]=[N:16]2)[CH2:27][CH2:26]1. The yield is 0.390.